This data is from Forward reaction prediction with 1.9M reactions from USPTO patents (1976-2016). The task is: Predict the product of the given reaction. (1) Given the reactants [CH2:1]([C:3]1[CH:8]=[C:7]([CH3:9])[CH:6]=[C:5]([CH2:10][CH3:11])[C:4]=1[C:12](=[O:18])[C:13]([N:15]([CH3:17])[NH2:16])=[O:14])[CH3:2].O1CCCC1.[C:24]([C:27]1[CH:32]=[CH:31][CH:30]=[CH:29][CH:28]=1)(=O)[CH3:25], predict the reaction product. The product is: [CH2:1]([C:3]1[CH:8]=[C:7]([CH3:9])[CH:6]=[C:5]([CH2:10][CH3:11])[C:4]=1[C:12](=[O:18])[C:13]([N:15]([CH3:17])[N:16]=[C:24]([C:27]1[CH:32]=[CH:31][CH:30]=[CH:29][CH:28]=1)[CH3:25])=[O:14])[CH3:2]. (2) Given the reactants C([O:8][C:9]1[CH:35]=[CH:34][C:12]([C:13]([C:15]2[CH:31]=[CH:30][C:29]([O:32][CH3:33])=[CH:28][C:16]=2[O:17][C:18]([CH3:27])([CH3:26])[C:19]([O:21][C:22]([CH3:25])([CH3:24])[CH3:23])=[O:20])=[O:14])=[CH:11][CH:10]=1)C1C=CC=CC=1, predict the reaction product. The product is: [OH:8][C:9]1[CH:10]=[CH:11][C:12]([C:13]([C:15]2[CH:31]=[CH:30][C:29]([O:32][CH3:33])=[CH:28][C:16]=2[O:17][C:18]([CH3:26])([CH3:27])[C:19]([O:21][C:22]([CH3:25])([CH3:24])[CH3:23])=[O:20])=[O:14])=[CH:34][CH:35]=1. (3) Given the reactants Cl[C:2]1[C:7]([N+:8]([O-:10])=[O:9])=[CH:6][N:5]=[CH:4][C:3]=1[CH3:11].[Si:12]([O:19][C@@H:20]1[C@@H:25]([CH3:26])[CH2:24][NH:23][CH2:22][C@H:21]1[NH:27][C:28](=[O:34])[O:29][C:30]([CH3:33])([CH3:32])[CH3:31])([C:15]([CH3:18])([CH3:17])[CH3:16])([CH3:14])[CH3:13].CC(O)C, predict the reaction product. The product is: [Si:12]([O:19][C@@H:20]1[C@@H:25]([CH3:26])[CH2:24][N:23]([C:2]2[C:3]([CH3:11])=[CH:4][N:5]=[CH:6][C:7]=2[N+:8]([O-:10])=[O:9])[CH2:22][C@H:21]1[NH:27][C:28](=[O:34])[O:29][C:30]([CH3:33])([CH3:32])[CH3:31])([C:15]([CH3:18])([CH3:16])[CH3:17])([CH3:14])[CH3:13]. (4) The product is: [NH3:15].[CH2:10]([O:11][CH:12]1[CH2:13][CH2:14][N:15]([C:18]([CH3:37])([CH3:36])[CH2:19][CH2:20][C:21]([C:24]2[CH:25]=[CH:26][CH:27]=[CH:28][CH:29]=2)([C:30]2[CH:31]=[CH:32][CH:33]=[CH:34][CH:35]=2)[C:22]#[N:23])[CH2:16][CH2:17]1)[C:9]1[CH:8]=[CH:7][CH:40]=[CH:39][CH:38]=1. Given the reactants C([Li])CCC.Br[C:7]1[CH:8]=[C:9]([CH:38]=[CH:39][CH:40]=1)[CH2:10][O:11][CH:12]1[CH2:17][CH2:16][N:15]([C:18]([CH3:37])([CH3:36])[CH2:19][CH2:20][C:21]([C:30]2[CH:35]=[CH:34][CH:33]=[CH:32][CH:31]=2)([C:24]2[CH:29]=[CH:28][CH:27]=[CH:26][CH:25]=2)[C:22]#[N:23])[CH2:14][CH2:13]1.C(=O)=O, predict the reaction product.